Dataset: Catalyst prediction with 721,799 reactions and 888 catalyst types from USPTO. Task: Predict which catalyst facilitates the given reaction. Reactant: [CH3:1][O:2][C:3]1[CH:4]=[C:5]2[CH:11]=[C:10]([C:12]([O:14][CH2:15][CH3:16])=[O:13])[NH:9][C:6]2=[N:7][CH:8]=1.[OH-].[K+].Br[CH2:20][CH3:21]. Product: [CH2:20]([N:9]1[C:6]2=[N:7][CH:8]=[C:3]([O:2][CH3:1])[CH:4]=[C:5]2[CH:11]=[C:10]1[C:12]([O:14][CH2:15][CH3:16])=[O:13])[CH3:21]. The catalyst class is: 16.